Dataset: Full USPTO retrosynthesis dataset with 1.9M reactions from patents (1976-2016). Task: Predict the reactants needed to synthesize the given product. (1) Given the product [Cl:9][C:10]1[C:15]([N:16]2[CH2:17][CH2:18][CH:19]([C:22]3[CH:27]=[CH:26][CH:25]=[CH:24][C:23]=3[F:28])[CH2:20][CH2:21]2)=[CH:14][N:13]=[N:12][C:11]=1[NH:29][NH:30][C:4](=[O:5])[CH2:3][C:2]([F:8])([F:7])[F:1], predict the reactants needed to synthesize it. The reactants are: [F:1][C:2]([F:8])([F:7])[CH2:3][C:4](Cl)=[O:5].[Cl:9][C:10]1[C:15]([N:16]2[CH2:21][CH2:20][CH:19]([C:22]3[CH:27]=[CH:26][CH:25]=[CH:24][C:23]=3[F:28])[CH2:18][CH2:17]2)=[CH:14][N:13]=[N:12][C:11]=1[NH:29][NH2:30].C(=O)(O)[O-].[Na+]. (2) Given the product [F:1][C:2]1[N:10]=[C:9]([F:11])[C:8]([I:12])=[CH:7][C:3]=1[C:4]([C:22](=[CH:23][NH:24][C@@H:25]([C:28]([CH3:31])([CH3:30])[CH3:29])[CH2:26][OH:27])[C:36]([O:35][CH2:34][CH3:33])=[O:14])=[O:6], predict the reactants needed to synthesize it. The reactants are: [F:1][C:2]1[N:10]=[C:9]([F:11])[C:8]([I:12])=[CH:7][C:3]=1[C:4]([OH:6])=O.S(Cl)(Cl)=[O:14].C(N([CH2:22][CH3:23])CC)C.[NH2:24][C@@H:25]([C:28]([CH3:31])([CH3:30])[CH3:29])[CH2:26][OH:27].C1[CH2:36][O:35][CH2:34][CH2:33]1. (3) Given the product [CH3:20][N:21]([CH3:46])[S:22]([N:25]1[C:10]2=[C:9]3[C:4](=[CH:3][CH:2]=[C:11]2[CH:27]=[N:26]1)[C:5](=[O:19])[C:6]([I:18])=[C:7]([C:12]1[CH:17]=[CH:16][CH:15]=[CH:14][CH:13]=1)[O:8]3)(=[O:24])=[O:23], predict the reactants needed to synthesize it. The reactants are: F[C:2]1[CH:3]=[C:4]2[C:9](=[CH:10][CH:11]=1)[O:8][C:7]([C:12]1[CH:17]=[CH:16][CH:15]=[CH:14][CH:13]=1)=[C:6]([I:18])[C:5]2=[O:19].[CH3:20][N:21]([CH3:46])[S:22]([N:25]1C2C(=CC=C(C(=O)C#CC3C=CC=CC=3)C=2OC)[CH:27]=[N:26]1)(=[O:24])=[O:23]. (4) Given the product [C:14]([O:13][C:11]([NH:10][C:9]([N:18]1[CH2:27][CH2:26][C:25]2[C:20](=[CH:21][C:22]([O:28][CH2:29][CH:30]3[CH2:31][CH2:32][N:33]([CH2:36][CH:37]([OH:38])[C:39]4[CH:40]=[CH:41][CH:42]=[CH:43][CH:44]=4)[CH2:34][CH2:35]3)=[CH:23][CH:24]=2)[CH2:19]1)=[N:8][C:6]([O:5][C:1]([CH3:3])([CH3:4])[CH3:2])=[O:7])=[O:12])([CH3:15])([CH3:16])[CH3:17], predict the reactants needed to synthesize it. The reactants are: [C:1]([O:5][C:6]([NH:8][C:9]([N:18]1[CH2:27][CH2:26][C:25]2[C:20](=[CH:21][C:22]([O:28][CH2:29][CH:30]3[CH2:35][CH2:34][N:33]([CH2:36][C:37]([C:39]4[CH:44]=[CH:43][CH:42]=[CH:41][CH:40]=4)=[O:38])[CH2:32][CH2:31]3)=[CH:23][CH:24]=2)[CH2:19]1)=[N:10][C:11]([O:13][C:14]([CH3:17])([CH3:16])[CH3:15])=[O:12])=[O:7])([CH3:4])([CH3:3])[CH3:2].[BH4-].[Na+].O. (5) Given the product [C:37]([N:20]([N:21]1[CH:25]=[CH:24][CH:23]=[N:22]1)[C:18](=[O:19])[C:17]1[CH:26]=[CH:27][C:14]([C:11]2[CH2:10][C:9]([C:4]3[CH:3]=[C:2]([Cl:1])[CH:7]=[C:6]([Cl:8])[CH:5]=3)([C:29]([F:30])([F:32])[F:31])[O:13][N:12]=2)=[CH:15][C:16]=1[CH3:28])(=[O:39])[CH3:38], predict the reactants needed to synthesize it. The reactants are: [Cl:1][C:2]1[CH:3]=[C:4]([C:9]2([C:29]([F:32])([F:31])[F:30])[O:13][N:12]=[C:11]([C:14]3[CH:27]=[CH:26][C:17]([C:18]([NH:20][N:21]4[CH:25]=[CH:24][CH:23]=[N:22]4)=[O:19])=[C:16]([CH3:28])[CH:15]=3)[CH2:10]2)[CH:5]=[C:6]([Cl:8])[CH:7]=1.[H-].[Na+].[H][H].[C:37](Cl)(=[O:39])[CH3:38]. (6) Given the product [CH2:12]([C:9]1[C:10]2[C:5](=[CH:4][CH:3]=[CH:2][CH:1]=2)[CH:6]=[CH:7][CH:8]=1)[CH3:13], predict the reactants needed to synthesize it. The reactants are: [CH:1]1[C:10]2[C:5](=[CH:6][CH:7]=[CH:8][CH:9]=2)[CH:4]=[CH:3][CH:2]=1.O.[CH:12]1C2C(=CC=CC=2)C=C[CH:13]=1.CCCCCCC. (7) Given the product [Br:1][C:2]1[CH:3]=[C:4]([NH:8][C@H:9]([C:12]2[CH:17]=[CH:16][CH:15]=[CH:14][CH:13]=2)[CH2:10][NH:11][C:27](=[O:34])[C:28]2[CH:33]=[CH:32][CH:31]=[CH:30][CH:29]=2)[CH:5]=[N:6][CH:7]=1, predict the reactants needed to synthesize it. The reactants are: [Br:1][C:2]1[CH:3]=[C:4]([NH:8][C@H:9]([C:12]2[CH:17]=[CH:16][CH:15]=[CH:14][CH:13]=2)[CH2:10][NH2:11])[CH:5]=[N:6][CH:7]=1.C(N(CC)C(C)C)(C)C.[C:27](Cl)(=[O:34])[C:28]1[CH:33]=[CH:32][CH:31]=[CH:30][CH:29]=1.